Dataset: Forward reaction prediction with 1.9M reactions from USPTO patents (1976-2016). Task: Predict the product of the given reaction. (1) Given the reactants [CH3:1][C:2]1[NH:3][CH:4]=[C:5]([CH3:7])[CH:6]=1.[C:8]1([CH3:20])[CH:13]=[C:12]([CH3:14])[CH:11]=[C:10]([CH3:15])[C:9]=1[S:16](Cl)(=[O:18])=[O:17].[H-].[Na+], predict the reaction product. The product is: [CH3:1][C:2]1[N:3]([S:16]([C:9]2[C:10]([CH3:15])=[CH:11][C:12]([CH3:14])=[CH:13][C:8]=2[CH3:20])(=[O:18])=[O:17])[CH:4]=[C:5]([CH3:7])[CH:6]=1. (2) The product is: [Br:1][C:2]1[CH:3]=[CH:4][C:5]2[N:6]([C:8]([C:11]([F:13])([F:12])[C:14]3[N:15]=[N:16][C:17]([NH:32][CH2:31][C:24]4[CH:25]=[CH:26][C:27]([O:29][CH3:30])=[CH:28][C:23]=4[O:22][CH3:21])=[CH:18][CH:19]=3)=[N:9][N:10]=2)[CH:7]=1. Given the reactants [Br:1][C:2]1[CH:3]=[CH:4][C:5]2[N:6]([C:8]([C:11]([C:14]3[N:15]=[N:16][C:17](Cl)=[CH:18][CH:19]=3)([F:13])[F:12])=[N:9][N:10]=2)[CH:7]=1.[CH3:21][O:22][C:23]1[CH:28]=[C:27]([O:29][CH3:30])[CH:26]=[CH:25][C:24]=1[CH2:31][NH2:32].C([O-])(O)=O.[Na+], predict the reaction product. (3) Given the reactants [CH2:1]([C:4]1[S:5][CH:6]=[CH:7][CH:8]=1)[CH2:2][CH3:3].[Br:9]N1C(=O)CCC1=O, predict the reaction product. The product is: [Br:9][C:6]1[S:5][C:4]([CH2:1][CH2:2][CH3:3])=[CH:8][CH:7]=1. (4) Given the reactants [C:1]1([C:15]2[CH:20]=[CH:19][CH:18]=[CH:17][CH:16]=2)[CH:6]=[CH:5][C:4]([CH2:7][N:8]2[CH2:13][CH2:12][N:11]([CH3:14])[CH2:10][CH2:9]2)=[CH:3][CH:2]=1.[Li]CCCC.CN([CH:29]=[O:30])C.[OH-].[Na+], predict the reaction product. The product is: [CH3:14][N:11]1[CH2:12][CH2:13][N:8]([CH2:7][C:4]2[CH:3]=[CH:2][C:1]([C:15]3[CH:20]=[CH:19][CH:18]=[CH:17][CH:16]=3)=[CH:6][C:5]=2[CH:29]=[O:30])[CH2:9][CH2:10]1. (5) Given the reactants C(Cl)Cl.[Cl-].[Al+3].[Cl-].[Cl-].[CH3:8][O:9][C:10]1[CH:11]=[C:12]([C@@H:16]([CH3:20])[C:17](Cl)=[O:18])[CH:13]=[CH:14][CH:15]=1.C([C@H:24]1[CH2:29][CH2:28][C@H:27]([C:30]2[CH:35]=[CH:34][CH:33]=[CH:32][CH:31]=2)[CH2:26][CH2:25]1)CC, predict the reaction product. The product is: [CH:30]1([C:27]2[CH:26]=[CH:25][C:24]([C:17](=[O:18])[C@@H:16]([C:12]3[CH:13]=[CH:14][CH:15]=[C:10]([O:9][CH3:8])[CH:11]=3)[CH3:20])=[CH:29][CH:28]=2)[CH2:31][CH2:32][CH2:33][CH2:34][CH2:35]1. (6) Given the reactants CC(OI1(OC(C)=O)(OC(C)=O)OC(=O)C2C=CC=CC1=2)=O.[NH:23]1[C:27]2[CH:28]=[CH:29][CH:30]=[CH:31][C:26]=2[N:25]=[C:24]1[C:32]1[O:36][C:35]([CH2:37][OH:38])=[CH:34][CH:33]=1.C([O-])(O)=O.[Na+], predict the reaction product. The product is: [NH:23]1[C:27]2[CH:28]=[CH:29][CH:30]=[CH:31][C:26]=2[N:25]=[C:24]1[C:32]1[O:36][C:35]([CH:37]=[O:38])=[CH:34][CH:33]=1. (7) The product is: [I:20][CH2:11][C:10]1([CH3:12])[O:1][CH2:2][C@@H:3]2[CH2:4][N:5]([C:13]([O:15][C:16]([CH3:19])([CH3:18])[CH3:17])=[O:14])[CH2:6][CH2:7][N:8]2[CH2:9]1. Given the reactants [OH:1][CH2:2][C@H:3]1[N:8]([CH2:9][C:10]([CH3:12])=[CH2:11])[CH2:7][CH2:6][N:5]([C:13]([O:15][C:16]([CH3:19])([CH3:18])[CH3:17])=[O:14])[CH2:4]1.[I:20]N1C(=O)CCC1=O.C(=O)([O-])[O-].[K+].[K+], predict the reaction product. (8) Given the reactants [N+:1]([C:4]1[CH:12]=[C:11]2[C:7]([CH2:8][O:9][C:10]2=[O:13])=[CH:6][CH:5]=1)([O-])=O.O.O.Cl[Sn]Cl, predict the reaction product. The product is: [NH2:1][C:4]1[CH:12]=[C:11]2[C:7]([CH2:8][O:9][C:10]2=[O:13])=[CH:6][CH:5]=1.